From a dataset of HIV replication inhibition screening data with 41,000+ compounds from the AIDS Antiviral Screen. Binary Classification. Given a drug SMILES string, predict its activity (active/inactive) in a high-throughput screening assay against a specified biological target. (1) The compound is CC12CC(=Cc3ccccc3)C(=O)C3C1CCCC32. The result is 0 (inactive). (2) The molecule is Cc1c(C(=O)CC(=O)C(=O)Nc2ccccc2C(F)(F)F)[n+]([O-])c2ccccc2[n+]1[O-]. The result is 0 (inactive). (3) The compound is Cc1cc(CC(=O)NCCO)n(CCO)c(=O)c1. The result is 0 (inactive). (4) The compound is Cc1ccc(S(=O)(=O)NNCNC(=O)c2ccccc2)cc1. The result is 0 (inactive). (5) The compound is Cn1c2ccccc2c2c3c(ccc21)C(=O)c1ccccc1C3=O. The result is 0 (inactive). (6) The compound is CC(=O)C(=Cc1ccccc1)C(=O)Nc1ccccc1. The result is 0 (inactive). (7) The molecule is OCC1(C(F)(F)F)OC(n2cnc3c(O)ncnc32)CC1O. The result is 0 (inactive).